From a dataset of Full USPTO retrosynthesis dataset with 1.9M reactions from patents (1976-2016). Predict the reactants needed to synthesize the given product. (1) Given the product [O:31]1[C:32]2[CH:37]=[CH:36][CH:35]=[CH:34][C:33]=2[C:29]([N:23]2[CH2:24][CH2:25][N:26]([CH2:8][CH2:9][CH2:10][C:11]3[CH:12]=[C:13]4[C:18](=[CH:19][CH:20]=3)[NH:17][C:16](=[O:21])[CH:15]([CH3:22])[CH2:14]4)[CH2:27][CH2:28]2)=[N:30]1, predict the reactants needed to synthesize it. The reactants are: C(=O)([O-])[O-].[Na+].[Na+].Cl[CH2:8][CH2:9][CH2:10][C:11]1[CH:12]=[C:13]2[C:18](=[CH:19][CH:20]=1)[NH:17][C:16](=[O:21])[CH:15]([CH3:22])[CH2:14]2.[N:23]1([C:29]2[C:33]3[CH:34]=[CH:35][CH:36]=[CH:37][C:32]=3[O:31][N:30]=2)[CH2:28][CH2:27][NH:26][CH2:25][CH2:24]1. (2) Given the product [CH:2]1([NH:1][C:8]2[CH:13]=[CH:12][CH:11]=[CH:10][CH:9]=2)[CH2:7][CH2:6][CH2:5][CH:4]=[CH:3]1, predict the reactants needed to synthesize it. The reactants are: [NH2:1][C:2]1[CH:7]=[CH:6][CH:5]=[CH:4][CH:3]=1.[CH:8]1[CH2:13][CH2:12][CH:11]=[CH:10][CH:9]=1. (3) Given the product [N:14]1[CH:19]=[CH:18][CH:17]=[CH:16][C:15]=1[N:20]1[CH2:21][CH2:22][N:23]([CH2:2][C:3]2[CH:8]=[CH:7][C:6]([CH2:9][NH:10][C:11](=[O:13])[CH3:12])=[CH:5][CH:4]=2)[CH2:24][CH2:25]1, predict the reactants needed to synthesize it. The reactants are: Cl[CH2:2][C:3]1[CH:8]=[CH:7][C:6]([CH2:9][NH:10][C:11](=[O:13])[CH3:12])=[CH:5][CH:4]=1.[N:14]1[CH:19]=[CH:18][CH:17]=[CH:16][C:15]=1[N:20]1[CH2:25][CH2:24][NH:23][CH2:22][CH2:21]1.C(=O)([O-])[O-].[K+].[K+].O. (4) The reactants are: [NH2:1][C:2]1[CH:3]=[CH:4][C:5]([N:10]2[CH2:15][CH2:14][O:13][CH2:12][CH2:11]2)=[C:6]([CH2:8][OH:9])[CH:7]=1.C(N([CH2:21][CH3:22])CC)C.[C:23](OC(=O)C)(=[O:25])[CH3:24].[OH2:30]. Given the product [C:23]([O:9][CH2:8][C:6]1[CH:7]=[C:2]([NH:1][C:21](=[O:30])[CH3:22])[CH:3]=[CH:4][C:5]=1[N:10]1[CH2:15][CH2:14][O:13][CH2:12][CH2:11]1)(=[O:25])[CH3:24], predict the reactants needed to synthesize it. (5) The reactants are: [Cl:1][C:2]1[N:7]=[C:6]([CH:8]=O)[CH:5]=[C:4]([N:10]2[CH2:15][CH2:14][O:13][CH2:12][CH2:11]2)[N:3]=1.[CH2:16]([NH:23][CH3:24])[C:17]1[CH:22]=[CH:21][CH:20]=[CH:19][CH:18]=1. Given the product [CH2:16]([N:23]([CH2:8][C:6]1[CH:5]=[C:4]([N:10]2[CH2:15][CH2:14][O:13][CH2:12][CH2:11]2)[N:3]=[C:2]([Cl:1])[N:7]=1)[CH3:24])[C:17]1[CH:22]=[CH:21][CH:20]=[CH:19][CH:18]=1, predict the reactants needed to synthesize it.